This data is from Catalyst prediction with 721,799 reactions and 888 catalyst types from USPTO. The task is: Predict which catalyst facilitates the given reaction. (1) Reactant: [F:1][CH:2]([F:18])[O:3][C:4]1[C:9]([F:10])=[CH:8][C:7]([F:11])=[CH:6][C:5]=1[CH:12]1[CH2:17][CH2:16][NH:15][CH2:14][CH2:13]1.C(=O)([O-])[O-].[K+].[K+].Cl[C:26]1[N:27]=[N:28][CH:29]=[C:30](Cl)[C:31]=1[Cl:32].O.[NH2:35][NH2:36]. Product: [Cl:32][C:31]1[C:30]([N:15]2[CH2:14][CH2:13][CH:12]([C:5]3[CH:6]=[C:7]([F:11])[CH:8]=[C:9]([F:10])[C:4]=3[O:3][CH:2]([F:1])[F:18])[CH2:17][CH2:16]2)=[CH:29][N:28]=[N:27][C:26]=1[NH:35][NH2:36]. The catalyst class is: 12. (2) Reactant: [CH2:1]1[CH2:6][CH:5]([C:7]([OH:9])=[O:8])[NH:4][CH2:3][CH2:2]1.[OH-].[Na+].[C:12](O[C:12]([O:14][C:15]([CH3:18])([CH3:17])[CH3:16])=[O:13])([O:14][C:15]([CH3:18])([CH3:17])[CH3:16])=[O:13].Cl. Product: [C:15]([O:14][C:12]([N:4]1[CH2:3][CH2:2][CH2:1][CH2:6][CH:5]1[C:7]([OH:9])=[O:8])=[O:13])([CH3:18])([CH3:17])[CH3:16]. The catalyst class is: 1. (3) Reactant: [SH:1][C:2]1[N:7]=[C:6]([N:8]2[CH2:12][CH2:11][CH2:10][CH2:9]2)[C:5]2[CH2:13][O:14][C:15]([CH3:18])([CH3:17])[CH2:16][C:4]=2[C:3]=1[C:19]#[N:20].C(=O)([O-])[O-].[K+].[K+].Cl[CH2:28][C:29]([NH2:31])=[O:30]. Product: [NH2:20][C:19]1[C:3]2[C:2](=[N:7][C:6]([N:8]3[CH2:9][CH2:10][CH2:11][CH2:12]3)=[C:5]3[CH2:13][O:14][C:15]([CH3:17])([CH3:18])[CH2:16][C:4]3=2)[S:1][C:28]=1[C:29]([NH2:31])=[O:30]. The catalyst class is: 8. (4) Reactant: C1CN([P+](ON2N=NC3C=CC=CC2=3)(N2CCCC2)N2CCCC2)CC1.F[P-](F)(F)(F)(F)F.C(OC([NH:41][C:42]1[S:46][C:45]([C:47]2[C:52]([F:53])=[CH:51][CH:50]=[CH:49][C:48]=2[F:54])=[N:44][C:43]=1[C:55]([OH:57])=O)=O)(C)(C)C.[NH2:58][C:59]1[CH:60]=[N:61][N:62]([CH3:78])[C:63]=1[N:64]1[CH2:69][CH2:68][N:67](C(OC(C)(C)C)=O)[CH2:66][C@H:65]1[CH3:77].CCN(C(C)C)C(C)C. Product: [NH2:41][C:42]1[S:46][C:45]([C:47]2[C:48]([F:54])=[CH:49][CH:50]=[CH:51][C:52]=2[F:53])=[N:44][C:43]=1[C:55]([NH:58][C:59]1[CH:60]=[N:61][N:62]([CH3:78])[C:63]=1[N:64]1[CH2:69][CH2:68][NH:67][CH2:66][C@H:65]1[CH3:77])=[O:57]. The catalyst class is: 2. (5) Reactant: [O-]CC.[Na+].[CH2:5]([N:12]1[CH:16]=[C:15]([CH:17]=O)[N:14]=[C:13]1[CH3:19])[C:6]1[CH:11]=[CH:10][CH:9]=[CH:8][CH:7]=1.[N:20]([CH2:23][C:24]([O:26][CH2:27][CH3:28])=[O:25])=[N+]=[N-].[Cl-].[NH4+]. The catalyst class is: 8. Product: [CH2:5]([N:12]1[C:16]2[NH:20][C:23]([C:24]([O:26][CH2:27][CH3:28])=[O:25])=[CH:17][C:15]=2[N:14]=[C:13]1[CH3:19])[C:6]1[CH:11]=[CH:10][CH:9]=[CH:8][CH:7]=1. (6) Reactant: [Cl:1][C:2]1[CH:3]=[C:4]2[C:9](=[CH:10][C:11]=1[Cl:12])[C:8]([CH3:14])([CH3:13])[C:7](=[O:15])[C:6]([C:16](OCC)=[O:17])=[C:5]2[OH:21].C(N(C(C)C)C(C)C)C.Cl.[NH2:32][CH2:33][C:34]([O:36][C:37]([CH3:40])([CH3:39])[CH3:38])=[O:35]. Product: [Cl:1][C:2]1[CH:3]=[C:4]2[C:9](=[CH:10][C:11]=1[Cl:12])[C:8]([CH3:13])([CH3:14])[C:7](=[O:15])[C:6]([C:16]([NH:32][CH2:33][C:34]([O:36][C:37]([CH3:40])([CH3:39])[CH3:38])=[O:35])=[O:17])=[C:5]2[OH:21]. The catalyst class is: 225. (7) Reactant: [C:1]([CH:3]([CH:7]1[C:11]([Cl:12])=[C:10](Cl)C(=O)O1)[C:4]([NH2:6])=[O:5])#[N:2].Cl.[NH2:16][CH2:17][C:18]1[CH:23]=[C:22]([Cl:24])[CH:21]=[CH:20][C:19]=1[S:25]([NH:28][CH3:29])(=[O:27])=[O:26].C(=O)([O-])[O-].[K+].[K+]. Product: [ClH:12].[Cl:12][C:11]1[CH:7]=[C:3]([C:4]([NH2:6])=[O:5])[C:1](=[NH:2])[N:16]([CH2:17][C:18]2[CH:23]=[C:22]([Cl:24])[CH:21]=[CH:20][C:19]=2[S:25](=[O:27])(=[O:26])[NH:28][CH3:29])[CH:10]=1. The catalyst class is: 8. (8) Reactant: [CH:1]1([N:7]2[C:12](=[O:13])[C:11]([C:14]([NH:16][CH2:17][C:18]([O:20]CC)=[O:19])=[O:15])=[C:10]([OH:23])[C:9]([C:24](OC)=[O:25])=[C:8]2[OH:28])[CH2:6][CH2:5][CH2:4][CH2:3][CH2:2]1.[CH2:29]([NH2:33])[CH2:30][CH2:31][CH3:32].C(#N)C.O. Product: [CH2:29]([NH:33][C:24]([C:9]1[C:10]([OH:23])=[C:11]([C:14]([NH:16][CH2:17][C:18]([OH:20])=[O:19])=[O:15])[C:12](=[O:13])[N:7]([CH:1]2[CH2:6][CH2:5][CH2:4][CH2:3][CH2:2]2)[C:8]=1[OH:28])=[O:25])[CH2:30][CH2:31][CH3:32]. The catalyst class is: 22. (9) Reactant: [O:1]1[CH:5]=[CH:4][CH:3]=[C:2]1[C:6]1[N:11]=[C:10]([NH2:12])[CH:9]=[C:8]([N:13]2[CH:17]=[CH:16][CH:15]=[N:14]2)[N:7]=1.N1C=CC=CC=1.[Cl:24][CH:25]([C:29]1[CH:34]=[CH:33][CH:32]=[CH:31][CH:30]=1)[C:26](Cl)=[O:27]. Product: [Cl:24][CH:25]([C:29]1[CH:34]=[CH:33][CH:32]=[CH:31][CH:30]=1)[C:26]([NH:12][C:10]1[CH:9]=[C:8]([N:13]2[CH:17]=[CH:16][CH:15]=[N:14]2)[N:7]=[C:6]([C:2]2[O:1][CH:5]=[CH:4][CH:3]=2)[N:11]=1)=[O:27]. The catalyst class is: 143. (10) Reactant: [NH2:1][C:2](=[O:28])[CH2:3][CH2:4][N:5]1[CH2:10][CH2:9][C:8]2[C:11]([C:25]([NH2:27])=[O:26])=[C:12]([NH:14][C:15]([NH:17][C:18]3[CH:23]=[CH:22][C:21]([Cl:24])=[CH:20][CH:19]=3)=[O:16])[S:13][C:7]=2[CH2:6]1.Cl. Product: [ClH:24].[NH2:1][C:2](=[O:28])[CH2:3][CH2:4][N:5]1[CH2:10][CH2:9][C:8]2[C:11]([C:25]([NH2:27])=[O:26])=[C:12]([NH:14][C:15]([NH:17][C:18]3[CH:23]=[CH:22][C:21]([Cl:24])=[CH:20][CH:19]=3)=[O:16])[S:13][C:7]=2[CH2:6]1. The catalyst class is: 83.